This data is from Full USPTO retrosynthesis dataset with 1.9M reactions from patents (1976-2016). The task is: Predict the reactants needed to synthesize the given product. (1) Given the product [Cl:18][C:12]1[CH:13]=[C:14]2[C:9](=[CH:10][N:11]=1)[NH:8][C:26]([C:21]1[CH:22]=[CH:23][CH:24]=[CH:25][C:20]=1[Cl:19])=[CH:27][C:15]2=[O:16], predict the reactants needed to synthesize it. The reactants are: C(OC([NH:8][C:9]1[C:14]([C:15](O)=[O:16])=[CH:13][C:12]([Cl:18])=[N:11][CH:10]=1)=O)(C)(C)C.[Cl:19][C:20]1[CH:25]=[CH:24][CH:23]=[CH:22][C:21]=1[C:26](=O)[CH3:27].[OH-].[Na+]. (2) The reactants are: CS(O[CH2:6][C:7]#[C:8][CH2:9][N:10]1[C:14]2[CH:15]=[CH:16][CH:17]=[CH:18][C:13]=2[N:12]([C:19]2[CH:24]=[CH:23][CH:22]=[CH:21][C:20]=2[F:25])[S:11]1(=[O:27])=[O:26])(=O)=O.[CH3:28][NH2:29].[ClH:30]. Given the product [ClH:30].[F:25][C:20]1[CH:21]=[CH:22][CH:23]=[CH:24][C:19]=1[N:12]1[C:13]2[CH:18]=[CH:17][CH:16]=[CH:15][C:14]=2[N:10]([CH2:9][C:8]#[C:7][CH2:6][NH:29][CH3:28])[S:11]1(=[O:27])=[O:26], predict the reactants needed to synthesize it. (3) Given the product [Br:25][C:26]([CH3:31])([CH3:30])[C:27]([C:4]1[CH:3]=[CH:2][C:1]([C:7]23[CH2:15][CH2:14][C:11]([CH2:16][C:17]([O:19][CH3:20])=[O:18])([CH2:12][CH2:13]2)[CH2:10][CH2:9][CH2:8]3)=[CH:6][CH:5]=1)=[O:28], predict the reactants needed to synthesize it. The reactants are: [C:1]1([C:7]23[CH2:15][CH2:14][C:11]([CH2:16][C:17]([O:19][CH3:20])=[O:18])([CH2:12][CH2:13]2)[CH2:10][CH2:9][CH2:8]3)[CH:6]=[CH:5][CH:4]=[CH:3][CH:2]=1.[Cl-].[Al+3].[Cl-].[Cl-].[Br:25][C:26]([CH3:31])([CH3:30])[C:27](Br)=[O:28].